From a dataset of Forward reaction prediction with 1.9M reactions from USPTO patents (1976-2016). Predict the product of the given reaction. (1) Given the reactants S(Cl)(Cl)=O.[CH3:5][C:6]([C:9]1[CH:13]=[CH:12][NH:11][N:10]=1)([CH3:8])[CH3:7].C(N(CC)C(C)C)(C)C.O[CH:24]1[S:28][CH2:27][N:26]([C:29]2[CH:34]=[CH:33][CH:32]=[C:31]([C:35]([F:38])([F:37])[F:36])[CH:30]=2)[C:25]1=[O:39].C(=O)(O)[O-].[Na+], predict the reaction product. The product is: [CH3:5][C:6]([C:9]1[CH:13]=[CH:12][N:11]([CH:24]2[S:28][CH2:27][N:26]([C:29]3[CH:34]=[CH:33][CH:32]=[C:31]([C:35]([F:37])([F:36])[F:38])[CH:30]=3)[C:25]2=[O:39])[N:10]=1)([CH3:8])[CH3:7]. (2) Given the reactants [N+](C1C=CC=CC=1S([N:13]([CH2:33][C:34]1[CH:39]=[CH:38][CH:37]=[CH:36][N:35]=1)[CH2:14][C:15]1[CH:20]=[CH:19][C:18]([CH2:21][NH:22][CH:23]2[CH2:32][C:31]3[N:30]=[CH:29][CH:28]=[CH:27][C:26]=3[CH2:25][CH2:24]2)=[CH:17][CH:16]=1)(=O)=O)([O-])=O.[NH:40]1[CH:44]=[CH:43][N:42]=[C:41]1[CH:45]=O.[BH-](OC(C)=O)(OC(C)=O)OC(C)=O.[Na+], predict the reaction product. The product is: [N:35]1[CH:36]=[CH:37][CH:38]=[CH:39][C:34]=1[CH2:33][NH:13][CH2:14][C:15]1[CH:16]=[CH:17][C:18]([CH2:21][N:22]([CH2:45][C:41]2[NH:42][CH:43]=[CH:44][N:40]=2)[CH:23]2[CH2:32][C:31]3[N:30]=[CH:29][CH:28]=[CH:27][C:26]=3[CH2:25][CH2:24]2)=[CH:19][CH:20]=1. (3) Given the reactants [OH:1][CH:2]([CH2:7][NH:8][C:9](=[O:31])[C:10]1[CH:15]=[CH:14][C:13]([O:16][CH3:17])=[C:12](/[CH:18]=[CH:19]/[C:20]2[CH:25]=[CH:24][C:23]([O:26][C:27]([F:30])([F:29])[F:28])=[CH:22][CH:21]=2)[CH:11]=1)[CH2:3][C:4](O)=[O:5].CN1CCOCC1.ClC(OCC)=O.B.[Li], predict the reaction product. The product is: [OH:1][CH:2]([CH2:3][CH2:4][OH:5])[CH2:7][NH:8][C:9](=[O:31])[C:10]1[CH:15]=[CH:14][C:13]([O:16][CH3:17])=[C:12](/[CH:18]=[CH:19]/[C:20]2[CH:25]=[CH:24][C:23]([O:26][C:27]([F:29])([F:30])[F:28])=[CH:22][CH:21]=2)[CH:11]=1.